From a dataset of Reaction yield outcomes from USPTO patents with 853,638 reactions. Predict the reaction yield, written as a fraction of the theoretical maximum amount of product (1.0 means a 100% yield; for example, 0.34 means a 34% yield). (1) The reactants are [N+:1]([C:4]1[CH:9]=[CH:8][CH:7]=[CH:6][C:5]=1[CH2:10][C:11]#[N:12])([O-])=O. The catalyst is [Pd].C(O)(=O)C. The product is [NH2:1][C:4]1[CH:9]=[CH:8][CH:7]=[CH:6][C:5]=1[CH2:10][C:11]#[N:12]. The yield is 0.550. (2) The reactants are [N:1]1[CH:6]=[CH:5][CH:4]=[C:3]([CH:7]([C:9]2[CH:10]=[N:11][CH:12]=[CH:13][CH:14]=2)O)[CH:2]=1.S(Cl)([Cl:17])=O. The catalyst is C(Cl)Cl. The product is [Cl:17][CH:7]([C:9]1[CH:10]=[N:11][CH:12]=[CH:13][CH:14]=1)[C:3]1[CH:2]=[N:1][CH:6]=[CH:5][CH:4]=1. The yield is 0.640.